This data is from Peptide-MHC class I binding affinity with 185,985 pairs from IEDB/IMGT. The task is: Regression. Given a peptide amino acid sequence and an MHC pseudo amino acid sequence, predict their binding affinity value. This is MHC class I binding data. (1) The peptide sequence is RHVKPTGSAVVGLSM. The MHC is HLA-B07:02 with pseudo-sequence HLA-B07:02. The binding affinity (normalized) is 0.427. (2) The peptide sequence is PQVLGGLSF. The MHC is HLA-B27:03 with pseudo-sequence HLA-B27:03. The binding affinity (normalized) is 0.0847.